Dataset: Catalyst prediction with 721,799 reactions and 888 catalyst types from USPTO. Task: Predict which catalyst facilitates the given reaction. (1) Reactant: [CH3:1][CH:2]([CH3:35])[C@@H:3]([NH:7][S:8]([C:11]1[CH:34]=[CH:33][C:14]2[O:15][C:16]3[CH:21]=[C:20]([C:22]4[S:23][C:24]([C:27]5[CH:32]=[CH:31][CH:30]=[CH:29][CH:28]=5)=[CH:25][CH:26]=4)[CH:19]=[CH:18][C:17]=3[C:13]=2[CH:12]=1)(=[O:10])=[O:9])[C:4]([O-:6])=[O:5].[Li+].[OH-].O. Product: [CH3:1][CH:2]([CH3:35])[C@@H:3]([NH:7][S:8]([C:11]1[CH:34]=[CH:33][C:14]2[O:15][C:16]3[CH:21]=[C:20]([C:22]4[S:23][C:24]([C:27]5[CH:28]=[CH:29][CH:30]=[CH:31][CH:32]=5)=[CH:25][CH:26]=4)[CH:19]=[CH:18][C:17]=3[C:13]=2[CH:12]=1)(=[O:9])=[O:10])[C:4]([OH:6])=[O:5]. The catalyst class is: 87. (2) Reactant: C(OC([N:11]1[CH2:15][CH:14]([OH:16])[CH:13]([CH:17]([C:36]2[CH:41]=[CH:40][CH:39]=[CH:38][CH:37]=2)[O:18][CH:19]([C:28]2[CH:33]=[CH:32][C:31]([O:34][CH3:35])=[CH:30][CH:29]=2)[C:20]2[CH:25]=[CH:24][C:23]([O:26][CH3:27])=[CH:22][CH:21]=2)[CH2:12]1)=O)C1C=CC=CC=1. Product: [CH3:27][O:26][C:23]1[CH:22]=[CH:21][C:20]([CH:19]([C:28]2[CH:29]=[CH:30][C:31]([O:34][CH3:35])=[CH:32][CH:33]=2)[O:18][CH:17]([C:36]2[CH:41]=[CH:40][CH:39]=[CH:38][CH:37]=2)[CH:13]2[CH2:12][NH:11][CH2:15][CH:14]2[OH:16])=[CH:25][CH:24]=1. The catalyst class is: 5. (3) Reactant: [C:1]1(=O)[C:11]2=[C:12]3[C:7](=[CH:8][CH:9]=[CH:10]2)[CH2:6][CH2:5][CH2:4][CH:3]3[CH2:2]1.Cl.[NH2:15][OH:16].C([O-])(=O)C.[Na+]. Product: [C:1]1(=[N:15][OH:16])[C:11]2=[C:12]3[C:7](=[CH:8][CH:9]=[CH:10]2)[CH2:6][CH2:5][CH2:4][CH:3]3[CH2:2]1. The catalyst class is: 776. (4) Reactant: [CH3:1][C:2]1[N:6]([CH3:7])[C:5]([C:8]2[CH:9]=[C:10]([NH2:14])[CH:11]=[CH:12][CH:13]=2)=[CH:4][N:3]=1.Cl[C:16]1[CH:21]=[C:20]([C:22]2[CH:27]=[CH:26][CH:25]=[CH:24][CH:23]=2)[N:19]=[CH:18][N:17]=1.C(=O)([O-])[O-].[K+].[K+]. Product: [CH3:1][C:2]1[N:6]([CH3:7])[C:5]([C:8]2[CH:9]=[C:10]([NH:14][C:16]3[CH:21]=[C:20]([C:22]4[CH:27]=[CH:26][CH:25]=[CH:24][CH:23]=4)[N:19]=[CH:18][N:17]=3)[CH:11]=[CH:12][CH:13]=2)=[CH:4][N:3]=1. The catalyst class is: 13. (5) Reactant: [C:1]([O:5][C:6]([NH:8][C@H:9]([C:14]1[NH:15][C:16]([C:19]2[CH:24]=[CH:23][C:22]([C:25]3[CH:30]=[CH:29][C:28]([C:31]4[NH:35][C:34]([C@@H:36]5[CH2:40][CH2:39][CH2:38][N:37]5C(OCC5C=CC=CC=5)=O)=[N:33][CH:32]=4)=[CH:27][CH:26]=3)=[CH:21][CH:20]=2)=[CH:17][N:18]=1)[C:10]([CH3:13])([CH3:12])[CH3:11])=[O:7])([CH3:4])([CH3:3])[CH3:2].C([O-])([O-])=O.[K+].[K+]. Product: [CH3:11][C:10]([CH3:13])([CH3:12])[C@H:9]([NH:8][C:6](=[O:7])[O:5][C:1]([CH3:4])([CH3:3])[CH3:2])[C:14]1[NH:15][C:16]([C:19]2[CH:24]=[CH:23][C:22]([C:25]3[CH:26]=[CH:27][C:28]([C:31]4[NH:35][C:34]([C@@H:36]5[CH2:40][CH2:39][CH2:38][NH:37]5)=[N:33][CH:32]=4)=[CH:29][CH:30]=3)=[CH:21][CH:20]=2)=[CH:17][N:18]=1. The catalyst class is: 19. (6) Reactant: [NH2:1][C:2]1[C:3]([C:12]([NH:14][C@H:15]([C:24]([O:26][C:27]([CH3:30])([CH3:29])[CH3:28])=[O:25])[CH2:16][C:17]([O:19][C:20]([CH3:23])([CH3:22])[CH3:21])=[O:18])=[O:13])=[CH:4][C:5]2[C:10]([CH:11]=1)=[CH:9][CH:8]=[CH:7][CH:6]=2.[Cl:31][C:32]1[CH:37]=[C:36]([O:38][C:39]([F:42])([F:41])[F:40])[CH:35]=[C:34]([Cl:43])[C:33]=1[N:44]=[C:45]=[O:46]. Product: [Cl:31][C:32]1[CH:37]=[C:36]([O:38][C:39]([F:41])([F:40])[F:42])[CH:35]=[C:34]([Cl:43])[C:33]=1[NH:44][C:45]([NH:1][C:2]1[C:3]([C:12]([NH:14][C@H:15]([C:24]([O:26][C:27]([CH3:30])([CH3:29])[CH3:28])=[O:25])[CH2:16][C:17]([O:19][C:20]([CH3:22])([CH3:23])[CH3:21])=[O:18])=[O:13])=[CH:4][C:5]2[C:10]([CH:11]=1)=[CH:9][CH:8]=[CH:7][CH:6]=2)=[O:46]. The catalyst class is: 17.